From a dataset of Catalyst prediction with 721,799 reactions and 888 catalyst types from USPTO. Predict which catalyst facilitates the given reaction. (1) Reactant: Br[C:2]1[CH:7]=[CH:6][C:5]([C:8]([F:11])([F:10])[F:9])=[CH:4][CH:3]=1.[Mg].II.[CH2:15]([N:22]1[C:31](=O)[C:30]2[N:29]=[CH:28][CH:27]=[CH:26][C:25]=2[CH:24]=[C:23]1[CH3:33])[C:16]1[CH:21]=[CH:20][CH:19]=[CH:18][CH:17]=1.[Cl-].[Ce+3].[Cl-].[Cl-].[BrH:38]. Product: [CH2:15]([N:22]1[CH:31]([C:2]2[CH:7]=[CH:6][C:5]([C:8]([F:11])([F:10])[F:9])=[CH:4][CH:3]=2)[C:30]2[N:29]=[C:28]([Br:38])[CH:27]=[CH:26][C:25]=2[CH2:24][CH:23]1[CH3:33])[C:16]1[CH:21]=[CH:20][CH:19]=[CH:18][CH:17]=1. The catalyst class is: 20. (2) Reactant: [C:1]1([CH:7]([C:30]2[CH:35]=[CH:34][C:33]([NH:36][C:37]([C@@H:39]3[CH2:43][CH2:42][CH2:41][N:40]3C(OC(C)(C)C)=O)=[O:38])=[CH:32][CH:31]=2)[CH2:8][C:9]2[CH:14]=[CH:13][C:12]([NH:15][C:16]([C@@H:18]3[CH2:22][CH2:21][CH2:20][N:19]3C(OC(C)(C)C)=O)=[O:17])=[CH:11][CH:10]=2)[CH:6]=[CH:5][CH:4]=[CH:3][CH:2]=1.FC(F)(F)C(O)=O. The catalyst class is: 2. Product: [C:1]1([CH:7]([C:30]2[CH:31]=[CH:32][C:33]([NH:36][C:37]([C@@H:39]3[CH2:43][CH2:42][CH2:41][NH:40]3)=[O:38])=[CH:34][CH:35]=2)[CH2:8][C:9]2[CH:14]=[CH:13][C:12]([NH:15][C:16]([C@@H:18]3[CH2:22][CH2:21][CH2:20][NH:19]3)=[O:17])=[CH:11][CH:10]=2)[CH:6]=[CH:5][CH:4]=[CH:3][CH:2]=1.